This data is from NCI-60 drug combinations with 297,098 pairs across 59 cell lines. The task is: Regression. Given two drug SMILES strings and cell line genomic features, predict the synergy score measuring deviation from expected non-interaction effect. (1) Drug 1: CC1C(C(CC(O1)OC2CC(CC3=C2C(=C4C(=C3O)C(=O)C5=C(C4=O)C(=CC=C5)OC)O)(C(=O)C)O)N)O.Cl. Drug 2: C(=O)(N)NO. Cell line: SW-620. Synergy scores: CSS=22.7, Synergy_ZIP=2.48, Synergy_Bliss=6.47, Synergy_Loewe=-17.1, Synergy_HSA=4.42. (2) Drug 1: COC1=CC(=CC(=C1O)OC)C2C3C(COC3=O)C(C4=CC5=C(C=C24)OCO5)OC6C(C(C7C(O6)COC(O7)C8=CC=CS8)O)O. Drug 2: CC1=C(C(CCC1)(C)C)C=CC(=CC=CC(=CC(=O)O)C)C. Cell line: 786-0. Synergy scores: CSS=12.7, Synergy_ZIP=1.23, Synergy_Bliss=2.58, Synergy_Loewe=-23.5, Synergy_HSA=2.00. (3) Drug 2: CC(C)CN1C=NC2=C1C3=CC=CC=C3N=C2N. Synergy scores: CSS=-8.60, Synergy_ZIP=1.01, Synergy_Bliss=-8.35, Synergy_Loewe=-7.36, Synergy_HSA=-10.6. Drug 1: CS(=O)(=O)CCNCC1=CC=C(O1)C2=CC3=C(C=C2)N=CN=C3NC4=CC(=C(C=C4)OCC5=CC(=CC=C5)F)Cl. Cell line: HCT-15. (4) Drug 1: CCC1(CC2CC(C3=C(CCN(C2)C1)C4=CC=CC=C4N3)(C5=C(C=C6C(=C5)C78CCN9C7C(C=CC9)(C(C(C8N6C=O)(C(=O)OC)O)OC(=O)C)CC)OC)C(=O)OC)O.OS(=O)(=O)O. Drug 2: CC1=C(C(=O)C2=C(C1=O)N3CC4C(C3(C2COC(=O)N)OC)N4)N. Cell line: OVCAR-5. Synergy scores: CSS=33.8, Synergy_ZIP=-3.78, Synergy_Bliss=1.16, Synergy_Loewe=2.55, Synergy_HSA=3.15. (5) Drug 1: CC1=C(C=C(C=C1)NC2=NC=CC(=N2)N(C)C3=CC4=NN(C(=C4C=C3)C)C)S(=O)(=O)N.Cl. Drug 2: C1C(C(OC1N2C=NC3=C2NC=NCC3O)CO)O. Cell line: UACC-257. Synergy scores: CSS=4.45, Synergy_ZIP=0.817, Synergy_Bliss=6.45, Synergy_Loewe=3.93, Synergy_HSA=4.50. (6) Drug 1: CN(C)C1=NC(=NC(=N1)N(C)C)N(C)C. Drug 2: CC1C(C(=O)NC(C(=O)N2CCCC2C(=O)N(CC(=O)N(C(C(=O)O1)C(C)C)C)C)C(C)C)NC(=O)C3=C4C(=C(C=C3)C)OC5=C(C(=O)C(=C(C5=N4)C(=O)NC6C(OC(=O)C(N(C(=O)CN(C(=O)C7CCCN7C(=O)C(NC6=O)C(C)C)C)C)C(C)C)C)N)C. Cell line: UACC-257. Synergy scores: CSS=-1.34, Synergy_ZIP=5.88, Synergy_Bliss=7.50, Synergy_Loewe=3.49, Synergy_HSA=2.46. (7) Drug 1: CCC(=C(C1=CC=CC=C1)C2=CC=C(C=C2)OCCN(C)C)C3=CC=CC=C3.C(C(=O)O)C(CC(=O)O)(C(=O)O)O. Drug 2: C1=NC(=NC(=O)N1C2C(C(C(O2)CO)O)O)N. Cell line: U251. Synergy scores: CSS=23.1, Synergy_ZIP=-2.49, Synergy_Bliss=0.222, Synergy_Loewe=-16.5, Synergy_HSA=-3.82. (8) Drug 1: CC(CN1CC(=O)NC(=O)C1)N2CC(=O)NC(=O)C2. Drug 2: CC1=C(C=C(C=C1)NC(=O)C2=CC=C(C=C2)CN3CCN(CC3)C)NC4=NC=CC(=N4)C5=CN=CC=C5. Cell line: KM12. Synergy scores: CSS=20.6, Synergy_ZIP=-5.21, Synergy_Bliss=-9.18, Synergy_Loewe=-12.0, Synergy_HSA=-11.1. (9) Drug 1: CS(=O)(=O)C1=CC(=C(C=C1)C(=O)NC2=CC(=C(C=C2)Cl)C3=CC=CC=N3)Cl. Drug 2: C1CN(CCN1C(=O)CCBr)C(=O)CCBr. Cell line: HS 578T. Synergy scores: CSS=0.0690, Synergy_ZIP=-2.39, Synergy_Bliss=-1.25, Synergy_Loewe=-12.9, Synergy_HSA=-7.53. (10) Drug 1: CN1C2=C(C=C(C=C2)N(CCCl)CCCl)N=C1CCCC(=O)O.Cl. Drug 2: B(C(CC(C)C)NC(=O)C(CC1=CC=CC=C1)NC(=O)C2=NC=CN=C2)(O)O. Cell line: ACHN. Synergy scores: CSS=57.0, Synergy_ZIP=0.745, Synergy_Bliss=2.53, Synergy_Loewe=-63.7, Synergy_HSA=0.854.